This data is from Forward reaction prediction with 1.9M reactions from USPTO patents (1976-2016). The task is: Predict the product of the given reaction. (1) The product is: [Cl:1][C:2]1[CH:3]=[CH:4][C:5]([C:8]2([CH2:21][O:22][CH3:25])[CH2:9][CH2:10][N:11]([C:14]([O:16][C:17]([CH3:18])([CH3:19])[CH3:20])=[O:15])[CH2:12][CH2:13]2)=[CH:6][CH:7]=1. Given the reactants [Cl:1][C:2]1[CH:7]=[CH:6][C:5]([C:8]2([CH2:21][OH:22])[CH2:13][CH2:12][N:11]([C:14]([O:16][C:17]([CH3:20])([CH3:19])[CH3:18])=[O:15])[CH2:10][CH2:9]2)=[CH:4][CH:3]=1.[H-].[Na+].[CH3:25]I, predict the reaction product. (2) Given the reactants C([O:4][CH2:5][CH:6]1[NH:11][C:10]2[CH:12]=[CH:13][C:14]([F:16])=[CH:15][C:9]=2[O:8][CH2:7]1)(=O)C.O.C(=O)([O-])[O-].[K+].[K+], predict the reaction product. The product is: [F:16][C:14]1[CH:13]=[CH:12][C:10]2[NH:11][CH:6]([CH2:5][OH:4])[CH2:7][O:8][C:9]=2[CH:15]=1. (3) Given the reactants [CH3:1][N:2]1[CH2:7][CH2:6][N:5]([CH2:8][C:9]2[CH:10]=[CH:11][C:12]([NH:15][C:16]([C:18]3[C:19]4[N:20]=[CH:21][CH:22]=[N:23][C:24]=4[C:25]([C:28]4[C:33](Cl)=[C:32](OC)[CH:31]=[C:30](OC)[C:29]=4Cl)=[CH:26][CH:27]=3)=[O:17])=[N:13][CH:14]=2)[CH2:4][CH2:3]1.CN(C(ON1N=NC2C=CC=CC1=2)=[N+](C)C)C.[B-](F)(F)(F)F.[S:62]1C=C(C2C3N=CC=NC=3C(C(O)=O)=CC=2)[C:64]2C=CC=C[C:63]1=2.S1C2C=CC=CC=2C(B(O)O)=C1, predict the reaction product. The product is: [CH3:1][N:2]1[CH2:3][CH2:4][N:5]([CH2:8][C:9]2[CH:10]=[CH:11][C:12]([NH:15][C:16]([C:18]3[C:19]4[N:20]=[CH:21][CH:22]=[N:23][C:24]=4[C:25]([C:28]4[C:29]5[CH:30]=[CH:31][CH:32]=[CH:64][C:63]=5[S:62][CH:33]=4)=[CH:26][CH:27]=3)=[O:17])=[N:13][CH:14]=2)[CH2:6][CH2:7]1. (4) Given the reactants [CH:1]1([C:4]2[C:5]([O:13][CH2:14][CH:15]3[CH2:17][CH2:16]3)=[N:6][CH:7]=[C:8]([CH:12]=2)[C:9]([OH:11])=O)[CH2:3][CH2:2]1.CN(C(ON1N=NC2C=CC=CC1=2)=[N+](C)C)C.[B-](F)(F)(F)F.C(N(CC)C(C)C)(C)C.Cl.[F:50][C:51]1[CH:56]=[CH:55][C:54]([N:57]([CH3:59])[NH2:58])=[CH:53][CH:52]=1, predict the reaction product. The product is: [F:50][C:51]1[CH:56]=[CH:55][C:54]([N:57]([CH3:59])[NH:58][C:9](=[O:11])[C:8]2[CH:12]=[C:4]([CH:1]3[CH2:2][CH2:3]3)[C:5]([O:13][CH2:14][CH:15]3[CH2:17][CH2:16]3)=[N:6][CH:7]=2)=[CH:53][CH:52]=1. (5) Given the reactants [CH2:1]1[C:10]2[C:5](=[CH:6][C:7](C(OC)=O)=[CH:8][CH:9]=2)[CH2:4][CH2:3][CH:2]1C(OC)=O.O.O.O.O.C([O-])(=O)C.[Mg+2].C([O-])(=O)C.O.C([O-])(=O)C.[Ca+2].C([O-])(=O)C.P(OCC)(OCC)(OCC)=O.O=[Sb]O[Sb]=O, predict the reaction product. The product is: [CH2:9]1[C:10]2[C:5](=[CH:4][CH:3]=[CH:2][CH:1]=2)[CH2:6][CH2:7][CH2:8]1. (6) Given the reactants [O:1]=[C:2]1[C:7]2[CH:8]=[CH:9][CH:10]=[CH:11][C:6]=2[S:5][C:4]([C:12]2[N:17]=[C:16]([CH2:18][NH:19]C(=O)OC(C)(C)C)[CH:15]=[CH:14][CH:13]=2)=[N:3]1.[F:27][C:28]([F:33])([F:32])[C:29]([OH:31])=[O:30], predict the reaction product. The product is: [F:27][C:28]([F:33])([F:32])[C:29]([OH:31])=[O:30].[NH2:19][CH2:18][C:16]1[N:17]=[C:12]([C:4]2[S:5][C:6]3[CH:11]=[CH:10][CH:9]=[CH:8][C:7]=3[C:2](=[O:1])[N:3]=2)[CH:13]=[CH:14][CH:15]=1. (7) Given the reactants [C:1]([C:4]1[C:13]2[C:8](=[CH:9][CH:10]=[CH:11][CH:12]=2)[C:7](=[O:14])[O:6][C:5]=1[NH:15][C@H:16]([C:19]1[CH:24]=[CH:23][CH:22]=[CH:21][CH:20]=1)[CH2:17][CH3:18])(=O)[CH3:2].[C:25]1([NH:31][NH2:32])[CH:30]=[CH:29][CH:28]=[CH:27][CH:26]=1, predict the reaction product. The product is: [C:19]1([C@@H:16]([NH:15][C:5]([C:4]2[C:13]3[C:8](=[CH:9][CH:10]=[CH:11][CH:12]=3)[C:7](=[O:14])[N:32]([NH:31][C:25]3[CH:30]=[CH:29][CH:28]=[CH:27][CH:26]=3)[C:1]=2[CH3:2])=[O:6])[CH2:17][CH3:18])[CH:20]=[CH:21][CH:22]=[CH:23][CH:24]=1. (8) Given the reactants [CH2:1]([C:3]([F:33])([CH2:31][CH3:32])[CH2:4][N:5]1[CH2:10][CH2:9][CH:8]([CH2:11][O:12][C:13]2[CH:14]=[N:15][C:16]([C:19]3[CH:29]=[CH:28][C:22]([C:23]([O:25]CC)=[O:24])=[C:21]([F:30])[CH:20]=3)=[N:17][CH:18]=2)[CH2:7][CH2:6]1)[CH3:2].O[Li].O, predict the reaction product. The product is: [CH2:1]([C:3]([F:33])([CH2:31][CH3:32])[CH2:4][N:5]1[CH2:6][CH2:7][CH:8]([CH2:11][O:12][C:13]2[CH:18]=[N:17][C:16]([C:19]3[CH:29]=[CH:28][C:22]([C:23]([OH:25])=[O:24])=[C:21]([F:30])[CH:20]=3)=[N:15][CH:14]=2)[CH2:9][CH2:10]1)[CH3:2].